Dataset: Catalyst prediction with 721,799 reactions and 888 catalyst types from USPTO. Task: Predict which catalyst facilitates the given reaction. (1) Reactant: [Br:1][C:2]1[CH:7]=[CH:6][C:5]([NH:8][C:9]2[N:14]=[CH:13][CH:12]=[CH:11][N:10]=2)=[CH:4][CH:3]=1.[C@@H:15]1(N)[CH2:20][CH2:19][CH2:18][CH2:17][C@H:16]1N.CC(C)([O-])C.[Na+]. Product: [Br:1][C:2]1[CH:3]=[CH:4][C:5]([N:8]([C:15]2[CH:20]=[CH:19][CH:18]=[CH:17][CH:16]=2)[C:9]2[N:10]=[CH:11][CH:12]=[CH:13][N:14]=2)=[CH:6][CH:7]=1. The catalyst class is: 830. (2) Reactant: Br[CH2:2][C:3]1[N:12]=[C:11]([Cl:13])[C:10]([Cl:14])=[CH:9][C:4]=1[C:5]([O:7][CH3:8])=[O:6].C[O:16][C:17]1[CH2:18][CH2:19][CH2:20][N:21]=1.O. Product: [Cl:14][C:10]1[C:11]([Cl:13])=[N:12][C:3]([CH2:2][N:21]2[CH2:20][CH2:19][CH2:18][C:17]2=[O:16])=[C:4]([CH:9]=1)[C:5]([O:7][CH3:8])=[O:6]. The catalyst class is: 37. (3) Reactant: C1CCC(N=C=NC2CCCCC2)CC1.C1C=CC2N(O)N=NC=2C=1.Cl.[CH2:27]([C:29]1[CH:30]=[C:31]([NH:35][CH:36]([C:40]2[CH:45]=[CH:44][CH:43]=[CH:42][CH:41]=2)[C:37]([OH:39])=[O:38])[CH:32]=[CH:33][CH:34]=1)[CH3:28].[N:46]12[CH2:53][CH2:52][CH:49]([CH2:50][CH2:51]1)[C@@H:48](O)[CH2:47]2. Product: [N:46]12[CH2:53][CH2:52][CH:49]([CH2:50][CH2:51]1)[C@@H:48]([O:38][C:37](=[O:39])[CH:36]([NH:35][C:31]1[CH:32]=[CH:33][CH:34]=[C:29]([CH2:27][CH3:28])[CH:30]=1)[C:40]1[CH:45]=[CH:44][CH:43]=[CH:42][CH:41]=1)[CH2:47]2. The catalyst class is: 1. (4) Reactant: [Cl:1][C:2]1[N:3]=[C:4](Cl)[C:5]2[CH2:10][CH2:9][CH:8]([C:11]3[CH:16]=[CH:15][CH:14]=[CH:13][CH:12]=3)[C:6]=2[N:7]=1.[CH3:18][NH2:19]. Product: [Cl:1][C:2]1[N:3]=[C:4]([NH:19][CH3:18])[C:5]2[CH2:10][CH2:9][CH:8]([C:11]3[CH:16]=[CH:15][CH:14]=[CH:13][CH:12]=3)[C:6]=2[N:7]=1. The catalyst class is: 1. (5) Reactant: [CH2:1]([C:4]1[C:5]([Cl:12])=[N:6][C:7]([Cl:11])=[N:8][C:9]=1Cl)[CH:2]=[CH2:3].[Cl:13][C:14]1[CH:20]=[CH:19][C:17]([NH2:18])=[CH:16][CH:15]=1.C(=O)([O-])[O-].[K+].[K+]. Product: [CH2:1]([C:4]1[C:9]([NH:18][C:17]2[CH:19]=[CH:20][C:14]([Cl:13])=[CH:15][CH:16]=2)=[N:8][C:7]([Cl:11])=[N:6][C:5]=1[Cl:12])[CH:2]=[CH2:3]. The catalyst class is: 8.